This data is from Forward reaction prediction with 1.9M reactions from USPTO patents (1976-2016). The task is: Predict the product of the given reaction. (1) The product is: [F:17][C:13]1[CH:14]=[CH:15][CH:16]=[C:11]([F:10])[C:12]=1[N:18]1[C:23]2[N:24]=[C:25]([O:3][CH2:4][CH:5]([CH2:8][OH:9])[CH2:6][OH:7])[N:26]=[C:27]([C:28]3[CH:33]=[CH:32][C:31]([F:34])=[CH:30][C:29]=3[CH3:35])[C:22]=2[CH:21]=[CH:20][C:19]1=[O:40]. Given the reactants [H-].[Na+].[OH:3][CH2:4][CH:5]([CH2:8][OH:9])[CH2:6][OH:7].[F:10][C:11]1[CH:16]=[CH:15][CH:14]=[C:13]([F:17])[C:12]=1[N:18]1[C:23]2[N:24]=[C:25](S(C)(=O)=O)[N:26]=[C:27]([C:28]3[CH:33]=[CH:32][C:31]([F:34])=[CH:30][C:29]=3[CH3:35])[C:22]=2[CH:21]=[CH:20][C:19]1=[O:40], predict the reaction product. (2) Given the reactants [C:1]1(O)[C:10]2[C:5](=[CH:6][CH:7]=[CH:8][CH:9]=2)[CH:4]=[CH:3][CH:2]=1.C1(O)C2C(=CC=CC=2)C(O)=CC=1, predict the reaction product. The product is: [CH:9]1[C:10]2[C:5](=[CH:4][CH:3]=[CH:2][CH:1]=2)[CH:6]=[CH:7][CH:8]=1. (3) Given the reactants [N+:1]([C:4]1[CH:5]=[C:6]([CH:10]=[C:11]([C:13]([F:16])([F:15])[F:14])[CH:12]=1)[C:7](O)=[O:8])([O-:3])=[O:2].Cl.[CH2:18]([N:20]=C=NCCCN(C)C)C.ON1C2C=CC=CC=2N=N1.C(N(CC)CC)C.O1CCCC1.CNC, predict the reaction product. The product is: [CH3:18][NH:20][C:7](=[O:8])[C:6]1[CH:10]=[C:11]([C:13]([F:16])([F:15])[F:14])[CH:12]=[C:4]([N+:1]([O-:3])=[O:2])[CH:5]=1. (4) Given the reactants Cl.[CH3:2][O:3][C:4]1[N:5]=[C:6]2[C:11](=[CH:12][CH:13]=1)[N:10]=[CH:9][CH:8]=[C:7]2[CH2:14][CH2:15][N:16]1[CH2:21][CH2:20][O:19][CH:18]([CH2:22][NH2:23])[CH2:17]1.CCN(C(C)C)C(C)C.[O:33]=[C:34]1[CH2:39][S:38][C:37]2[CH:40]=[CH:41][C:42]([C:44](O)=[O:45])=[N:43][C:36]=2[NH:35]1.CN(C)CCCN=C=NCC, predict the reaction product. The product is: [CH3:2][O:3][C:4]1[N:5]=[C:6]2[C:11](=[CH:12][CH:13]=1)[N:10]=[CH:9][CH:8]=[C:7]2[CH2:14][CH2:15][N:16]1[CH2:21][CH2:20][O:19][CH:18]([CH2:22][NH:23][C:44]([C:42]2[CH:41]=[CH:40][C:37]3[S:38][CH2:39][C:34](=[O:33])[NH:35][C:36]=3[N:43]=2)=[O:45])[CH2:17]1. (5) Given the reactants C(O[C:6]([N:8](C)[CH2:9][C:10]([NH:12][CH2:13][CH2:14][O:15][CH2:16][CH2:17][P+:18]([C:31]1[CH:36]=[CH:35][CH:34]=[CH:33][CH:32]=1)([C:25]1[CH:30]=[CH:29][CH:28]=[CH:27][CH:26]=1)[C:19]1[CH:24]=[CH:23][CH:22]=[CH:21][CH:20]=1)=[O:11])=O)(C)(C)C.[I-].[ClH:39].CCOCC, predict the reaction product. The product is: [CH3:6][NH:8][CH2:9][C:10]([NH:12][CH2:13][CH2:14][O:15][CH2:16][CH2:17][P+:18]([C:31]1[CH:36]=[CH:35][CH:34]=[CH:33][CH:32]=1)([C:25]1[CH:26]=[CH:27][CH:28]=[CH:29][CH:30]=1)[C:19]1[CH:20]=[CH:21][CH:22]=[CH:23][CH:24]=1)=[O:11].[Cl-:39]. (6) Given the reactants Br[C:2]1[C:11]2[C:6](=[CH:7][CH:8]=[CH:9][CH:10]=2)[C:5]([C:12]2[CH:17]=[CH:16][C:15]([Cl:18])=[CH:14][CH:13]=2)=[C:4]([CH:19]([O:25][C:26]([CH3:29])([CH3:28])[CH3:27])[C:20]([O:22][CH2:23][CH3:24])=[O:21])[C:3]=1[CH3:30].[C:31]([O-])([O-])=[O:32].[K+].[K+].C([B-](F)(F)F)=C.[K+].C1(C)C=CC=CC=1, predict the reaction product. The product is: [C:26]([O:25][CH:19]([C:4]1[C:3]([CH3:30])=[C:2]([CH:31]=[O:32])[C:11]2[C:6](=[CH:7][CH:8]=[CH:9][CH:10]=2)[C:5]=1[C:12]1[CH:17]=[CH:16][C:15]([Cl:18])=[CH:14][CH:13]=1)[C:20]([O:22][CH2:23][CH3:24])=[O:21])([CH3:29])([CH3:28])[CH3:27].